Dataset: Full USPTO retrosynthesis dataset with 1.9M reactions from patents (1976-2016). Task: Predict the reactants needed to synthesize the given product. (1) The reactants are: FC(F)(F)S(O[C:7]1[C:8]([C:17]([N:19]([O:21][CH3:22])[CH3:20])=[O:18])=[CH:9][CH:10]=[C:11]2[C:16]=1[N:15]=[CH:14][CH:13]=[CH:12]2)(=O)=O.[F:25][C:26]1[CH:31]=[CH:30][CH:29]=[CH:28][C:27]=1B(O)O.C(=O)([O-])[O-].[Na+].[Na+].O. Given the product [F:25][C:26]1[CH:31]=[CH:30][CH:29]=[CH:28][C:27]=1[C:7]1[C:8]([C:17]([N:19]([O:21][CH3:22])[CH3:20])=[O:18])=[CH:9][CH:10]=[C:11]2[C:16]=1[N:15]=[CH:14][CH:13]=[CH:12]2, predict the reactants needed to synthesize it. (2) Given the product [CH3:1][N:2]([CH3:6])[CH2:3][CH2:4][NH:5][S:15]([CH3:14])(=[O:17])=[O:16], predict the reactants needed to synthesize it. The reactants are: [CH3:1][N:2]([CH3:6])[CH2:3][CH2:4][NH2:5].C(N(CC)CC)C.[CH3:14][S:15](Cl)(=[O:17])=[O:16]. (3) Given the product [CH3:17][C:2]1[CH:3]=[C:4]([C:6]2[CH:16]=[CH:15][C:9]3[O:10][CH2:11][C:12](=[O:14])[NH:13][C:8]=3[CH:7]=2)[N:24]([C:18]2[CH:23]=[CH:22][CH:21]=[CH:20][CH:19]=2)[N:25]=1, predict the reactants needed to synthesize it. The reactants are: O[C:2]([CH3:17])=[CH:3][C:4]([C:6]1[CH:16]=[CH:15][C:9]2[O:10][CH2:11][C:12](=[O:14])[NH:13][C:8]=2[CH:7]=1)=O.[C:18]1([NH:24][NH2:25])[CH:23]=[CH:22][CH:21]=[CH:20][CH:19]=1.